The task is: Regression/Classification. Given a drug SMILES string, predict its absorption, distribution, metabolism, or excretion properties. Task type varies by dataset: regression for continuous measurements (e.g., permeability, clearance, half-life) or binary classification for categorical outcomes (e.g., BBB penetration, CYP inhibition). Dataset: bbb_martins.. This data is from Blood-brain barrier penetration binary classification data from Martins et al.. (1) The result is 0 (does not penetrate BBB). The drug is CCNC(=NC#N)NCCSCc1ncccc1Br. (2) The compound is OC(O)C(Cl)(Cl)Cl. The result is 1 (penetrates BBB).